From a dataset of Forward reaction prediction with 1.9M reactions from USPTO patents (1976-2016). Predict the product of the given reaction. Given the reactants [CH:1]12[CH2:7][CH:4]([CH:5]=[CH:6]1)[CH2:3][CH:2]2[CH:8]([OH:19])[C:9]([F:18])([F:17])[C:10](O)([OH:15])[C:11]([F:14])([F:13])[F:12], predict the reaction product. The product is: [OH:19][CH:8]([CH:2]1[CH2:3][CH:4]2[CH2:7][CH:1]1[CH:6]=[CH:5]2)[C:9]([F:17])([F:18])[C:10](=[O:15])[C:11]([F:13])([F:14])[F:12].